The task is: Regression. Given two drug SMILES strings and cell line genomic features, predict the synergy score measuring deviation from expected non-interaction effect.. This data is from Merck oncology drug combination screen with 23,052 pairs across 39 cell lines. (1) Drug 1: O=S1(=O)NC2(CN1CC(F)(F)F)C1CCC2Cc2cc(C=CCN3CCC(C(F)(F)F)CC3)ccc2C1. Drug 2: CC(=O)OC1C(=O)C2(C)C(O)CC3OCC3(OC(C)=O)C2C(OC(=O)c2ccccc2)C2(O)CC(OC(=O)C(O)C(NC(=O)c3ccccc3)c3ccccc3)C(C)=C1C2(C)C. Cell line: ES2. Synergy scores: synergy=44.6. (2) Drug 1: CN1C(=O)C=CC2(C)C3CCC4(C)C(NC(=O)OCC(F)(F)F)CCC4C3CCC12. Drug 2: NC1(c2ccc(-c3nc4ccn5c(=O)[nH]nc5c4cc3-c3ccccc3)cc2)CCC1. Cell line: SKMEL30. Synergy scores: synergy=0.411. (3) Drug 1: O=S1(=O)NC2(CN1CC(F)(F)F)C1CCC2Cc2cc(C=CCN3CCC(C(F)(F)F)CC3)ccc2C1. Drug 2: Nc1ccn(C2OC(CO)C(O)C2(F)F)c(=O)n1. Cell line: SW620. Synergy scores: synergy=3.46. (4) Drug 2: C#Cc1cccc(Nc2ncnc3cc(OCCOC)c(OCCOC)cc23)c1. Cell line: OV90. Synergy scores: synergy=10.8. Drug 1: COc1cc(C2c3cc4c(cc3C(OC3OC5COC(C)OC5C(O)C3O)C3COC(=O)C23)OCO4)cc(OC)c1O. (5) Drug 1: CN(C)C(=N)N=C(N)N. Drug 2: C=CCn1c(=O)c2cnc(Nc3ccc(N4CCN(C)CC4)cc3)nc2n1-c1cccc(C(C)(C)O)n1. Cell line: A2058. Synergy scores: synergy=8.49.